This data is from Reaction yield outcomes from USPTO patents with 853,638 reactions. The task is: Predict the reaction yield, written as a fraction of the theoretical maximum amount of product (1.0 means a 100% yield; for example, 0.34 means a 34% yield). The reactants are [F:1][C:2]([F:14])([F:13])[C:3]1[N:8]=[C:7]([C:9](OC)=[O:10])[CH:6]=[CH:5][N:4]=1.CC(C[AlH]CC(C)C)C. The catalyst is C(Cl)Cl. The product is [F:14][C:2]([F:1])([F:13])[C:3]1[N:8]=[C:7]([CH2:9][OH:10])[CH:6]=[CH:5][N:4]=1. The yield is 0.600.